Dataset: Full USPTO retrosynthesis dataset with 1.9M reactions from patents (1976-2016). Task: Predict the reactants needed to synthesize the given product. (1) The reactants are: [C:1]([O:5][C@@H:6]([C:12]1[C:36]([CH3:37])=[CH:35][C:15]2[N:16]=[C:17]([C:19]3[CH:24]=[CH:23][CH:22]=[C:21]([C:25]4[CH:26]=[C:27]5[C:31](=[CH:32][CH:33]=4)[N:30]([CH3:34])[N:29]=[CH:28]5)[N:20]=3)[S:18][C:14]=2[C:13]=1OS(C(F)(F)F)(=O)=O)[C:7]([O:9][CH2:10][CH3:11])=[O:8])([CH3:4])([CH3:3])[CH3:2].[Cl:46][C:47]1[CH:52]=[CH:51][C:50](B(O)O)=[CH:49][CH:48]=1.C(=O)([O-])[O-].[K+].[K+]. Given the product [C:1]([O:5][C@@H:6]([C:12]1[C:36]([CH3:37])=[CH:35][C:15]2[N:16]=[C:17]([C:19]3[CH:24]=[CH:23][CH:22]=[C:21]([C:25]4[CH:26]=[C:27]5[C:31](=[CH:32][CH:33]=4)[N:30]([CH3:34])[N:29]=[CH:28]5)[N:20]=3)[S:18][C:14]=2[C:13]=1[C:50]1[CH:51]=[CH:52][C:47]([Cl:46])=[CH:48][CH:49]=1)[C:7]([O:9][CH2:10][CH3:11])=[O:8])([CH3:4])([CH3:2])[CH3:3], predict the reactants needed to synthesize it. (2) Given the product [CH2:10]1[O:18][C:17]2[CH:16]=[CH:15][C:14]([O:19][CH:2]([CH2:6][CH2:7][CH2:8][CH3:9])[C:3]([OH:5])=[O:4])=[CH:13][C:12]=2[O:11]1.[O:18]1[C:17]2[CH:16]=[CH:15][C:14]([O:19][CH:2]([CH2:6][CH2:7][CH2:8][CH3:9])[C:3]([NH:20][C:21]3[S:22][CH:23]=[CH:24][N:25]=3)=[O:5])=[CH:13][C:12]=2[O:11][CH2:10]1, predict the reactants needed to synthesize it. The reactants are: Br[CH:2]([CH2:6][CH2:7][CH2:8][CH3:9])[C:3]([OH:5])=[O:4].[CH2:10]1[O:18][C:17]2[CH:16]=[CH:15][C:14]([OH:19])=[CH:13][C:12]=2[O:11]1.[NH2:20][C:21]1[S:22][CH:23]=[CH:24][N:25]=1. (3) Given the product [Cl:31][C:32]1[CH:41]=[C:40]2[C:10](=[CH:34][CH:33]=1)[CH2:11][N:12]([CH2:15][CH2:16][CH2:17][CH2:18][O:19][C:20]1[CH:29]=[CH:28][C:27]3[C:22](=[C:23]([OH:30])[CH:24]=[CH:25][CH:26]=3)[N:21]=1)[CH2:13][CH2:14]2, predict the reactants needed to synthesize it. The reactants are: ClC1C(Cl)=CC=CC=1N1[CH2:14][CH2:13][N:12]([CH2:15][CH2:16][CH2:17][CH2:18][O:19][C:20]2[CH:29]=[CH:28][C:27]3[C:22](=[C:23]([OH:30])[CH:24]=[CH:25][CH:26]=3)[N:21]=2)[CH2:11][CH2:10]1.[Cl:31][C:32]1[CH:33]=[C:34]2C(=[CH:40][CH:41]=1)CNCC2. (4) Given the product [Br:30][C:23]1[C:22]([F:21])=[C:27]([C:26]([F:28])=[C:25]([F:29])[CH:24]=1)[C:31]([OH:33])=[O:32], predict the reactants needed to synthesize it. The reactants are: C([Li])CCC.C(NC(C)C)(C)C.[Li+].CC([N-]C(C)C)C.[F:21][C:22]1[CH:27]=[C:26]([F:28])[C:25]([F:29])=[CH:24][C:23]=1[Br:30].[C:31](=[O:33])=[O:32].Cl. (5) Given the product [Br:1][C:2]1[CH:3]=[C:4]2[O:8][C:7]([CH3:9])=[N:6][C:5]2=[C:10]([C:12]([NH:50][C:49]2[CH:51]=[CH:52][CH:53]=[C:47]([Cl:46])[C:48]=2[CH3:54])=[O:14])[CH:11]=1, predict the reactants needed to synthesize it. The reactants are: [Br:1][C:2]1[CH:3]=[C:4]2[O:8][C:7]([CH3:9])=[N:6][C:5]2=[C:10]([C:12]([OH:14])=O)[CH:11]=1.CN(C(ON1N=NC2C=CC=CC1=2)=[N+](C)C)C.F[P-](F)(F)(F)(F)F.C(N(CC)CC)C.[Cl:46][C:47]1[C:48]([CH3:54])=[C:49]([CH:51]=[CH:52][CH:53]=1)[NH2:50]. (6) Given the product [OH:1][C@@H:2]1[CH2:3][CH2:4][C@H:5]([NH:8][C:9]([CH:11]2[CH2:12][CH2:13][CH:14]([C:17]3[CH:22]=[CH:21][C:20]([C:23]4[CH:28]=[CH:27][C:26]([C:29]([NH:31][CH3:32])=[O:30])=[CH:25][CH:24]=4)=[CH:19][C:18]=3[CH3:33])[CH2:15][CH2:16]2)=[O:10])[CH2:6][CH2:7]1, predict the reactants needed to synthesize it. The reactants are: [OH:1][C@@H:2]1[CH2:7][CH2:6][C@H:5]([NH:8][C:9]([CH:11]2[CH2:16][CH2:15][C:14]([C:17]3[CH:22]=[CH:21][C:20]([C:23]4[CH:28]=[CH:27][C:26]([C:29]([NH:31][CH3:32])=[O:30])=[CH:25][CH:24]=4)=[CH:19][C:18]=3[CH3:33])=[CH:13][CH2:12]2)=[O:10])[CH2:4][CH2:3]1.